This data is from Catalyst prediction with 721,799 reactions and 888 catalyst types from USPTO. The task is: Predict which catalyst facilitates the given reaction. (1) Reactant: Cl.C([O:4][C:5](=[O:31])[C:6]1[CH:11]=[CH:10][C:9]([CH2:12][C:13]2[O:17][N:16]=[C:15]([CH2:18][O:19][C:20]3[CH:25]=[CH:24][C:23]([C:26](=[O:28])[CH3:27])=[C:22]([OH:29])[C:21]=3[Cl:30])[N:14]=2)=[CH:8][CH:7]=1)C. Product: [C:26]([C:23]1[CH:24]=[CH:25][C:20]([O:19][CH2:18][C:15]2[N:14]=[C:13]([CH2:12][C:9]3[CH:10]=[CH:11][C:6]([C:5]([OH:31])=[O:4])=[CH:7][CH:8]=3)[O:17][N:16]=2)=[C:21]([Cl:30])[C:22]=1[OH:29])(=[O:28])[CH3:27]. The catalyst class is: 14. (2) Product: [C:33]([Si:37]([CH3:54])([CH3:53])[O:38][CH:39]([C:41]1[O:42][C:43]([CH2:46][N:47]2[N:51]=[C:50]([NH:52][C:16]([C:11]3[N:12]=[C:13]([CH3:15])[O:14][C:10]=3[C:6]3[CH:7]=[CH:8][CH:9]=[C:4]([Cl:3])[CH:5]=3)=[O:18])[CH:49]=[N:48]2)=[CH:44][N:45]=1)[CH3:40])([CH3:36])([CH3:35])[CH3:34]. The catalyst class is: 808. Reactant: N#N.[Cl:3][C:4]1[CH:5]=[C:6]([C:10]2[O:14][C:13]([CH3:15])=[N:12][C:11]=2[C:16]([OH:18])=O)[CH:7]=[CH:8][CH:9]=1.C1C=CC2N(O)N=NC=2C=1.C(Cl)CCl.[C:33]([Si:37]([CH3:54])([CH3:53])[O:38][CH:39]([C:41]1[O:42][C:43]([CH2:46][N:47]2[N:51]=[C:50]([NH2:52])[CH:49]=[N:48]2)=[CH:44][N:45]=1)[CH3:40])([CH3:36])([CH3:35])[CH3:34]. (3) Reactant: [CH:1]12[NH:8][CH:5]([CH2:6][CH2:7]1)[CH2:4][CH:3]([C:9]1[N:13]=[C:12]([NH:14][C:15]3[C:20]([O:21][C:22]4[C:23]([CH3:28])=[N:24][CH:25]=[CH:26][CH:27]=4)=[CH:19][C:18]([S:29][C:30]4[CH:35]=[CH:34][CH:33]=[CH:32][N:31]=4)=[CH:17][N:16]=3)[S:11][N:10]=1)[CH2:2]2.C(N(CC)CC)C.[C:43]([O:46][CH2:47][C:48](Cl)=[O:49])(=[O:45])[CH3:44]. Product: [C:43]([O:46][CH2:47][C:48]([N:8]1[CH:5]2[CH2:6][CH2:7][CH:1]1[CH2:2][CH:3]([C:9]1[N:13]=[C:12]([NH:14][C:15]3[C:20]([O:21][C:22]4[C:23]([CH3:28])=[N:24][CH:25]=[CH:26][CH:27]=4)=[CH:19][C:18]([S:29][C:30]4[CH:35]=[CH:34][CH:33]=[CH:32][N:31]=4)=[CH:17][N:16]=3)[S:11][N:10]=1)[CH2:4]2)=[O:49])(=[O:45])[CH3:44]. The catalyst class is: 2. (4) Reactant: [CH3:1][C:2]1[CH:7]=[CH:6][C:5]([CH2:8][N:9]([CH:21]2[CH2:26][CH2:25][N:24]([C:27](OC(C)(C)C)=O)[CH2:23][CH2:22]2)[C:10](=[O:20])[CH2:11][C:12]2[CH:17]=[CH:16][C:15]([O:18][CH3:19])=[CH:14][CH:13]=2)=[CH:4][CH:3]=1.[OH:34][C:35]1[CH:42]=[CH:41][C:38](C=O)=[CH:37][CH:36]=1.[BH4-].C(OC(=O)C)(=O)C. Product: [OH:34][C:35]1[CH:42]=[CH:41][C:38]([CH2:27][N:24]2[CH2:23][CH2:22][CH:21]([N:9]([CH2:8][C:5]3[CH:6]=[CH:7][C:2]([CH3:1])=[CH:3][CH:4]=3)[C:10](=[O:20])[CH2:11][C:12]3[CH:13]=[CH:14][C:15]([O:18][CH3:19])=[CH:16][CH:17]=3)[CH2:26][CH2:25]2)=[CH:37][CH:36]=1. The catalyst class is: 8. (5) Reactant: [C:1]1([S:7][CH3:8])[CH:6]=[CH:5][CH:4]=[CH:3][CH:2]=1.CO.O.C1C(=O)N(Br)C(=[O:15])C1. Product: [C:1]1([S:7]([CH3:8])=[O:15])[CH:6]=[CH:5][CH:4]=[CH:3][CH:2]=1. The catalyst class is: 4. (6) Reactant: [F:1][C:2]1[CH:32]=[C:31]([NH:33][C:34](=[O:42])[C:35]2[CH:40]=[CH:39][CH:38]=[C:37]([F:41])[CH:36]=2)[CH:30]=[CH:29][C:3]=1[C:4]([C:6]1[CH:15]=[C:14]2[C:9]([N:10]=[CH:11][C:12]([N:16]3[CH2:21][CH2:20][N:19](C(OC(C)(C)C)=O)[CH2:18][CH2:17]3)=[N:13]2)=[CH:8][CH:7]=1)=[O:5].C(O)(C(F)(F)F)=O. Product: [F:41][C:37]1[CH:36]=[C:35]([CH:40]=[CH:39][CH:38]=1)[C:34]([NH:33][C:31]1[CH:30]=[CH:29][C:3]([C:4]([C:6]2[CH:15]=[C:14]3[C:9](=[CH:8][CH:7]=2)[N:10]=[CH:11][C:12]([N:16]2[CH2:17][CH2:18][NH:19][CH2:20][CH2:21]2)=[N:13]3)=[O:5])=[C:2]([F:1])[CH:32]=1)=[O:42]. The catalyst class is: 2.